Dataset: Forward reaction prediction with 1.9M reactions from USPTO patents (1976-2016). Task: Predict the product of the given reaction. (1) Given the reactants [F:1][C:2]1[CH:3]=[N:4][C:5]([NH:8][C:9]2[S:10][C:11]3[CH2:17][CH2:16][N:15]([CH2:18][CH2:19][CH2:20][N:21]4[CH2:26][CH2:25][O:24][CH2:23][CH2:22]4)[C:14]4=[N:27][NH:28][CH:29]=[C:13]4[C:12]=3[N:30]=2)=[N:6][CH:7]=1.[ClH:31].[O:32]1CCOCC1, predict the reaction product. The product is: [OH2:24].[OH2:32].[ClH:31].[ClH:31].[F:1][C:2]1[CH:3]=[N:4][C:5]([NH:8][C:9]2[S:10][C:11]3[CH2:17][CH2:16][N:15]([CH2:18][CH2:19][CH2:20][N:21]4[CH2:26][CH2:25][O:24][CH2:23][CH2:22]4)[C:14]4=[N:27][NH:28][CH:29]=[C:13]4[C:12]=3[N:30]=2)=[N:6][CH:7]=1. (2) Given the reactants [C:1]([O:5][C:6]([NH:8][CH2:9][C@H:10]1[CH2:15][CH2:14][C@H:13]([C:16]([NH:18][C@H:19]([C:37]([NH:39][C:40]2[CH:45]=[CH:44][C:43]([C:46]3[NH:50][N:49]=[C:48]([C:51]([F:59])([F:58])[C:52]([C:55]([OH:57])=[O:56])([F:54])[F:53])[N:47]=3)=[CH:42][CH:41]=2)=[O:38])[CH2:20][C:21]2[CH:26]=[CH:25][C:24]([C:27]3[CH:32]=[CH:31][C:30]([C:33](O)=[O:34])=[CH:29][C:28]=3[CH3:36])=[CH:23][CH:22]=2)=[O:17])[CH2:12][CH2:11]1)=[O:7])([CH3:4])([CH3:3])[CH3:2].[CH3:60][N:61]1[CH2:66][CH2:65][CH:64]([NH2:67])[CH2:63][CH2:62]1.C(N(CC)C(C)C)(C)C.F[P-](F)(F)(F)(F)F.CN(C(ON1C2=NC=CC=C2N=N1)=[N+](C)C)C, predict the reaction product. The product is: [C:1]([O:5][C:6]([NH:8][CH2:9][C@H:10]1[CH2:15][CH2:14][C@H:13]([C:16]([NH:18][C@@H:19]([CH2:20][C:21]2[CH:26]=[CH:25][C:24]([C:27]3[CH:32]=[CH:31][C:30]([C:33](=[O:34])[NH:67][CH:64]4[CH2:65][CH2:66][N:61]([CH3:60])[CH2:62][CH2:63]4)=[CH:29][C:28]=3[CH3:36])=[CH:23][CH:22]=2)[C:37]([NH:39][C:40]2[CH:41]=[CH:42][C:43]([C:46]3[NH:50][N:49]=[C:48]([C:51]([F:59])([F:58])[C:52]([F:53])([F:54])[C:55]([OH:57])=[O:56])[N:47]=3)=[CH:44][CH:45]=2)=[O:38])=[O:17])[CH2:12][CH2:11]1)=[O:7])([CH3:2])([CH3:3])[CH3:4]. (3) The product is: [F:1][C:2]1[CH:10]=[C:9]2[C:5]([C:6]([CH:17]3[CH2:18][CH2:19][N:20]([CH2:33][C:31]4[CH:30]=[CH:29][C:28]([O:35][CH3:36])=[C:27]([CH:32]=4)[C:26]([OH:37])=[O:25])[CH2:21][CH2:22]3)=[CH:7][N:8]2[CH2:11][C:12]2[S:13][CH:14]=[CH:15][CH:16]=2)=[CH:4][CH:3]=1. Given the reactants [F:1][C:2]1[CH:10]=[C:9]2[C:5]([C:6]([CH:17]3[CH2:22][CH2:21][NH:20][CH2:19][CH2:18]3)=[CH:7][N:8]2[CH2:11][C:12]2[S:13][CH:14]=[CH:15][CH:16]=2)=[CH:4][CH:3]=1.C([O:25][C:26](=[O:37])[C:27]1[CH:32]=[C:31]([CH2:33]Br)[CH:30]=[CH:29][C:28]=1[O:35][CH3:36])C, predict the reaction product. (4) Given the reactants [CH2:1]([NH2:19])[CH2:2][CH2:3][CH2:4][CH2:5][CH2:6][CH2:7][CH2:8][CH2:9][CH2:10][CH2:11][CH2:12][CH2:13][CH2:14][CH2:15][CH2:16][CH2:17][CH3:18].[C:20]([OH:24])(=[O:23])[CH:21]=[CH2:22].[CH2:25]=O, predict the reaction product. The product is: [CH2:1]([N:19]1[CH:22]=[CH:21][C:20](=[O:24])[O:23][CH2:25]1)[CH2:2][CH2:3][CH2:4][CH2:5][CH2:6][CH2:7][CH2:8][CH2:9][CH2:10][CH2:11][CH2:12][CH2:13][CH2:14][CH2:15][CH2:16][CH2:17][CH3:18]. (5) Given the reactants Cl.Cl.Cl.[O:4]1[C:8]2=[C:9]([N:13]3[CH2:18][CH2:17][N:16]([CH2:19][CH2:20][C@H:21]4[CH2:26][CH2:25][C@H:24]([NH2:27])[CH2:23][CH2:22]4)[CH2:15][CH2:14]3)[N:10]=[CH:11][CH:12]=[C:7]2[CH2:6][CH2:5]1.[CH3:28][C:29]1[CH:37]=[CH:36][C:32]([C:33](O)=[O:34])=[CH:31][N:30]=1, predict the reaction product. The product is: [O:4]1[C:8]2=[C:9]([N:13]3[CH2:18][CH2:17][N:16]([CH2:19][CH2:20][C@H:21]4[CH2:26][CH2:25][C@H:24]([NH:27][C:33](=[O:34])[C:32]5[CH:36]=[CH:37][C:29]([CH3:28])=[N:30][CH:31]=5)[CH2:23][CH2:22]4)[CH2:15][CH2:14]3)[N:10]=[CH:11][CH:12]=[C:7]2[CH2:6][CH2:5]1. (6) Given the reactants [BrH:1].Cl[C:3]1[N:8]=[C:7]([C:9]2[N:18]=[CH:17][C:16]3[CH2:15][CH2:14][CH2:13][CH2:12][C:11]=3[N:10]=2)[CH:6]=[CH:5][C:4]=1[CH3:19].[OH-].[Na+], predict the reaction product. The product is: [Br:1][C:3]1[N:8]=[C:7]([C:9]2[N:18]=[CH:17][C:16]3[CH2:15][CH2:14][CH2:13][CH2:12][C:11]=3[N:10]=2)[CH:6]=[CH:5][C:4]=1[CH3:19]. (7) Given the reactants [Cl:1][C:2]1[NH:3][CH:4]=[C:5]([N+:7]([O-:9])=[O:8])[N:6]=1.[S:10]([C:18]1[CH:24]=[CH:23][C:21]([CH3:22])=[CH:20][CH:19]=1)([O:13][CH2:14][C@@H:15]1[O:17][CH2:16]1)(=[O:12])=[O:11].C(=O)([O-])O.[Na+], predict the reaction product. The product is: [Cl:1][C:2]1[N:3]([CH2:16][C@@H:15]([OH:17])[CH2:14][O:13][S:10]([C:18]2[CH:24]=[CH:23][C:21]([CH3:22])=[CH:20][CH:19]=2)(=[O:12])=[O:11])[CH:4]=[C:5]([N+:7]([O-:9])=[O:8])[N:6]=1.